Dataset: Experimentally validated miRNA-target interactions with 360,000+ pairs, plus equal number of negative samples. Task: Binary Classification. Given a miRNA mature sequence and a target amino acid sequence, predict their likelihood of interaction. (1) The miRNA is hsa-miR-424-5p with sequence CAGCAGCAAUUCAUGUUUUGAA. The protein sequence of the target gene is MDKVGKMWNNFKYRCQNLFGHEGGSRSENVDMNSNRCLSVKEKNISIGDSTPQQQSSPLRENIALQLGLSPSKNSSRRNQNCATEIPQIVEISIEKDNDSCVTPGTRLARRDSYSRHAPWGGKKKHSCSTKTQSSLDADKKFGRTRSGLQRRERRYGVSSVHDMDSVSSRTVGSRSLRQRLQDTVGLCFPMRTYSKQSKPLFSNKRKIHLSELMLEKCPFPAGSDLAQKWHLIKQHTAPVSPHSTFFDTFDPSLVSTEDEEDRLRERRRLSIEEGVDPPPNAQIHTFEATAQVNPLYKLG.... Result: 1 (interaction). (2) The miRNA is hsa-miR-4526 with sequence GCUGACAGCAGGGCUGGCCGCU. Result: 1 (interaction). The protein sequence of the target gene is MKGARWRRVPWVSLSCLCLCLLPHVVPGTTEDTLITGSKTAAPVTSTGSTTATLEGQSTAASSRTSNQDISASSQNHQTKSTETTSKAQTDTLTQMMTSTLFSSPSVHNVMETVTQETAPPDEMTTSFPSSVTNTLMMTSKTITMTTSTDSTLGNTEETSTAGTESSTPVTSAVSITAGQEGQSRTTSWRTSIQDTSASSQNHWTRSTQTTRESQTSTLTHRTTSTPSFSPSVHNVTGTVSQKTSPSGETATSSLCSVTNTSMMTSEKITVTTSTGSTLGNPGETSSVPVTGSLMPVTSA.... (3) The miRNA is hsa-miR-9-5p with sequence UCUUUGGUUAUCUAGCUGUAUGA. The protein sequence of the target gene is MADIKTGIFAKNVQKRLNRAQEKVLQKLGKADETKDEQFEEYVQNFKRQEAEGTRLQRELRGYLAAIKGMQEASMKLTESLHEVYEPDWYGREDVKMVGEKCDVLWEDFHQKLVDGSLLTLDTYLGQFPDIKNRIAKRSRKLVDYDSARHHLEALQSSKRKDESRISKAEEEFQKAQKVFEEFNVDLQEELPSLWSRRVGFYVNTFKNVSSLEAKFHKEIAVLCHKLYEVMTKLGDQHADKAFTIQGAPSDSGPLRIAKTPSPPEEPSPLPSPTASPNHTLAPASPAPARPRSPSQTRKG.... Result: 0 (no interaction). (4) The miRNA is hsa-miR-510-5p with sequence UACUCAGGAGAGUGGCAAUCAC. The protein sequence of the target gene is MDPNCSCAAGGSYACAGSCKCKKCKCTSCKKSCCSCCPLGCAKCAQGCIRKGASEKCSCCA. Result: 0 (no interaction). (5) The miRNA is bta-miR-181a with sequence AACAUUCAACGCUGUCGGUGAGUU. The protein sequence of the target gene is MTTETGPDSEVKKAQEETPQQPEAAAAVTTPVTPAGHSHPETNSNEKHLTQQDTRPAEQSLDMDDKDYSEADGLSERTTPSKAQKSPQKIAKKFKSAICRVTLLDASEYECEVEKHGRGQVLFDLVCEHLNLLEKDYFGLTFCDADSQKNWLDPSKEIKKQIRSSPWNFAFTVKFYPPDPAQLTEDITRYYLCLQLRADIITGRLPCSFVTHALLGSYAVQAELGDYDAEEHVGNYVSELRFAPNQTRELEERIMELHKTYRGMTPGEAEIHFLENAKKLSMYGVDLHHAKDSEGIDIML.... Result: 0 (no interaction). (6) The miRNA is hsa-miR-628-3p with sequence UCUAGUAAGAGUGGCAGUCGA. The protein sequence of the target gene is MVANFFKSLILPYIHKLCKGMFTKKLGNTNKNKEYRQQKKDQDFPTAGQTKSPKFSYTFKSTVKKIAKCSSTHNLSTEEDEASKEFSLSPTFSYRVAIANGLQKNAKVTNSDNEDLLQELSSIESSYSESLNELRSSTENQAQSTHTMPVRRNRKSSSSLAPSEGSSDGERTLHGLKLGALRKLRKWKKSQECVSSDSELSTMKKSWGIRSKSLDRTVRNPKTNALEPGFSSSGCISQTHDVMEMIFKELQGISQIETELSELRGHVNALKHSIDEISSSVEVVQSEIEQLRTGFVQSRR.... Result: 0 (no interaction). (7) The miRNA is hsa-miR-424-3p with sequence CAAAACGUGAGGCGCUGCUAU. The protein sequence of the target gene is MAAAGARPVELGFAESAPAWRLRSEQFPSKVGGRPAWLGAAGLPGPQALACELCGRPLSFLLQVYAPLPGRPDAFHRCIFLFCCREQPCCAGLRVFRNQLPRKNDFYSYEPPSENPPPETGESVCLQLKSGAHLCRVCGCLGPKTCSRCHKAYYCSKEHQTLDWRLGHKQACAQPDHLDHIIPDHNFLFPEFEIVIETEDEIMPEVVEKEDYSEIIGSMGEALEEELDSMAKHESREDKIFQKFKTQIALEPEQILRYGRGIAPIWISGENIPQEKDIPDCPCGAKRILEFQVMPQLLNY.... Result: 0 (no interaction). (8) The miRNA is hsa-miR-6819-5p with sequence UUGGGGUGGAGGGCCAAGGAGC. The protein sequence of the target gene is MPRPGTMALCLLTLVLSLLPPQAAAEQDLSVNRAVWDGGGCISQGDVLNRQCQQLSQHVRTGSAANTATGTTSTNVVEPRMYLSCSTNPEMTSIESSVTSDTPGVSSTRMTPTESRTTSESTSDSTTLFPSSTEDTSSPTTPEGTDVPMSTPSEESISSTMAFVSTAPLPSFEAYTSLTYKVDMSTPLTTSTQASSSPTTPESTTIPKSTNSEGSTPLTSMPASTMKVASSEAITLLTTPVEISTPVTISAQASSSPTTAEGPSLSNSAPSGGSTPLTRMPLSVMLVVSSEASTLSTTPA.... Result: 1 (interaction). (9) The miRNA is bta-miR-155 with sequence UUAAUGCUAAUCGUGAUAGGGGU. The protein sequence of the target gene is MASGRDERPPWRLGRLLLLMCLLLLGSSARAAHIKKAEATTTTTSAGAEAAEGQFDRYYHEEELESALREAAAAGLPGLARLFSIGRSVEGRPLWVLRLTAGLGSLIPEGDAGPDAAGPDAAGPLLPGRPQVKLVGNMHGDETVSRQVLIYLARELAAGYRRGDPRLVRLLNTTDVYLLPSLNPDGFERAREGDCGFGDGGPSGASGRDNSRGRDLNRSFPDQFSTGEPPALDEVPEVRALIEWIRRNKFVLSGNLHGGSVVASYPFDDSPEHKATGIYSKTSDDEVFKYLAKAYASNHP.... Result: 0 (no interaction).